Dataset: M1 muscarinic receptor agonist screen with 61,833 compounds. Task: Binary Classification. Given a drug SMILES string, predict its activity (active/inactive) in a high-throughput screening assay against a specified biological target. (1) The molecule is O=C(Nc1ccc(CC)cc1)c1cccnc1. The result is 0 (inactive). (2) The drug is S1CC(N(C1)C(=O)Nc1c(cccc1)C(OC)=O)C(OC)=O. The result is 0 (inactive). (3) The result is 0 (inactive). The molecule is S(CC(=O)NC(C)(C)C)c1n(c2c(F)cccc2)c(O)cc(=O)n1. (4) The drug is O(C(=O)C(NCCCO)c1ccccc1)CC. The result is 0 (inactive). (5) The molecule is O(CCN(CC)CC)c1nc(nc2c1oc1c2cccc1)CC. The result is 0 (inactive). (6) The drug is O=C1N(CC(C1)C(=O)NCCCN1CCN(CC1)C)CCc1ccc(cc1)C. The result is 0 (inactive).